Predict which catalyst facilitates the given reaction. From a dataset of Catalyst prediction with 721,799 reactions and 888 catalyst types from USPTO. (1) The catalyst class is: 294. Product: [CH3:48][C:43]1([CH3:49])[CH:42]=[CH:41][C:40]2[C:45](=[CH:46][CH:47]=[C:38]3[C:37](=[O:52])[C:36]([C:33]4[CH:34]=[CH:35][C:30]([B:10]5[O:11][C:12]([CH3:17])([CH3:18])[C:13]([CH3:15])([CH3:16])[O:14]5)=[CH:31][CH:32]=4)=[CH:51][O:50][C:39]3=2)[O:44]1. Reactant: [B:10]1([B:10]2[O:14][C:13]([CH3:16])([CH3:15])[C:12]([CH3:18])([CH3:17])[O:11]2)[O:14][C:13]([CH3:16])([CH3:15])[C:12]([CH3:18])([CH3:17])[O:11]1.CC([O-])=O.[K+].FC(F)(F)S(O[C:30]1[CH:35]=[CH:34][C:33]([C:36]2[C:37](=[O:52])[C:38]3[C:39]([O:50][CH:51]=2)=[C:40]2[C:45](=[CH:46][CH:47]=3)[O:44][C:43]([CH3:49])([CH3:48])[CH:42]=[CH:41]2)=[CH:32][CH:31]=1)(=O)=O. (2) Reactant: [CH3:1][C:2]([O:11][CH2:12][C@@H:13]1[CH2:18][CH2:17][CH2:16][C@H:15]([O:19]C2CCCCO2)[CH2:14]1)([CH3:10])[C:3]([O:5][C:6]([CH3:9])([CH3:8])[CH3:7])=[O:4].O.C1(C)C(S(O)(=O)=O)=CC=CC=1.C1(C)C(S(O)(=O)=O)=CC=CC=1.C(=O)(O)[O-].[Na+]. Product: [OH:19][C@H:15]1[CH2:16][CH2:17][CH2:18][C@@H:13]([CH2:12][O:11][C:2]([CH3:10])([CH3:1])[C:3]([O:5][C:6]([CH3:9])([CH3:8])[CH3:7])=[O:4])[CH2:14]1. The catalyst class is: 32. (3) Reactant: [CH2:1]([O:3][CH:4]([O:9][CH2:10][CH3:11])[CH2:5][CH2:6][CH2:7][NH2:8])[CH3:2].C(N(CC)CC)C.[C:19](OC(=O)C)(=[O:21])[CH3:20]. Product: [CH2:10]([O:9][CH:4]([O:3][CH2:1][CH3:2])[CH2:5][CH2:6][CH2:7][NH:8][C:19](=[O:21])[CH3:20])[CH3:11]. The catalyst class is: 13. (4) Reactant: C(OC(=O)[NH:7][C:8]1([C:12]2[CH:17]=[CH:16][C:15]([C:18]3[C:27]([C:28]4[CH:33]=[CH:32][CH:31]=[CH:30][CH:29]=4)=[CH:26][C:25]4[C:24]5=[N:34][N:35]=[C:36]([CH3:37])[N:23]5[CH:22]=[CH:21][C:20]=4[N:19]=3)=[CH:14][CH:13]=2)[CH2:11][CH2:10][CH2:9]1)(C)(C)C.[ClH:39].CCOC(C)=O. Product: [ClH:39].[CH3:37][C:36]1[N:23]2[C:24]([C:25]3[CH:26]=[C:27]([C:28]4[CH:33]=[CH:32][CH:31]=[CH:30][CH:29]=4)[C:18]([C:15]4[CH:14]=[CH:13][C:12]([C:8]5([NH2:7])[CH2:9][CH2:10][CH2:11]5)=[CH:17][CH:16]=4)=[N:19][C:20]=3[CH:21]=[CH:22]2)=[N:34][N:35]=1. The catalyst class is: 100. (5) Product: [CH3:31][CH:30]([CH2:29][CH2:28][CH2:27][CH:23]([CH3:22])[CH2:24][CH2:25][C:4](=[O:9])[C:3](=[O:10])[CH2:14][CH2:13][CH:12]([CH3:11])[CH2:16][CH2:17][CH2:18][CH:19]([CH3:21])[CH3:20])[CH3:32]. The catalyst class is: 28. Reactant: CN1CCN(C)[C:4](=[O:9])[C:3]1=[O:10].[CH3:11][CH:12]([CH2:16][CH2:17][CH2:18][CH:19]([CH3:21])[CH3:20])[CH2:13][CH2:14][Li].[CH3:22][CH:23]([CH2:27][CH2:28][CH2:29][CH:30]([CH3:32])[CH3:31])[CH2:24][CH2:25]Br.[Li].Cl.